This data is from M1 muscarinic receptor agonist screen with 61,833 compounds. The task is: Binary Classification. Given a drug SMILES string, predict its activity (active/inactive) in a high-throughput screening assay against a specified biological target. (1) The molecule is Brc1cc2c(NC(=O)C)c(oc2cc1)C(=O)c1ccc(OC)cc1. The result is 0 (inactive). (2) The molecule is o1c(C2n3[nH]nnc3=NC(=C2C(OC)=O)C)ccc1. The result is 0 (inactive). (3) The molecule is Clc1cc(N2C(N3C(CCC3)C2=O)c2cc(F)ccc2)c(OC)cc1. The result is 0 (inactive). (4) The molecule is s1c(C(=O)Nc2cc3nn(nc3cc2)c2ccccc2)ccc1. The result is 0 (inactive). (5) The compound is O=C1N(CCC1)CCCNC(=O)Nc1ccc(OC)cc1. The result is 0 (inactive). (6) The compound is S(c1n(c2ncccc2n1)C)CC(=O)Nc1c(OCC)ccc(OCC)c1. The result is 0 (inactive). (7) The drug is Brc1cc(C(OCCN(C(C)(C)C)C)=O)ccc1. The result is 0 (inactive). (8) The compound is S(c1n(nnn1)C1CCCCC1)CCOc1ccc(OC)cc1. The result is 0 (inactive).